Dataset: Reaction yield outcomes from USPTO patents with 853,638 reactions. Task: Predict the reaction yield, written as a fraction of the theoretical maximum amount of product (1.0 means a 100% yield; for example, 0.34 means a 34% yield). The reactants are [O:1]=[C:2]1[NH:7][CH:6]=[C:5]([CH2:8][N:9]2[C:17]3[C:12](=[CH:13][CH:14]=[CH:15][CH:16]=3)[C:11]3([C:29]4[C:20](=[CH:21][C:22]5[O:27][CH2:26][CH2:25][O:24][C:23]=5[CH:28]=4)[O:19][CH2:18]3)[C:10]2=[O:30])[CH:4]=[CH:3]1.[H-].[Na+].I[CH3:34]. The catalyst is CN(C)C=O.O. The product is [CH3:34][N:7]1[C:2](=[O:1])[CH:3]=[CH:4][C:5]([CH2:8][N:9]2[C:17]3[C:12](=[CH:13][CH:14]=[CH:15][CH:16]=3)[C:11]3([C:29]4[C:20](=[CH:21][C:22]5[O:27][CH2:26][CH2:25][O:24][C:23]=5[CH:28]=4)[O:19][CH2:18]3)[C:10]2=[O:30])=[CH:6]1. The yield is 0.420.